This data is from Catalyst prediction with 721,799 reactions and 888 catalyst types from USPTO. The task is: Predict which catalyst facilitates the given reaction. (1) Reactant: [N:1]12[CH2:8][CH2:7][C:4]([C:9]([C:17]3[CH:22]=[CH:21][CH:20]=[CH:19][CH:18]=3)([C:11]3[CH:16]=[CH:15][CH:14]=[CH:13][CH:12]=3)[OH:10])([CH2:5][CH2:6]1)[CH2:3][CH2:2]2.[Br:23][CH2:24][CH2:25][CH2:26][O:27][C:28]1[CH:29]=[C:30]([CH:36]=[CH:37][CH:38]=1)[N:31]([CH2:34][CH3:35])[CH2:32][CH3:33]. Product: [Br-:23].[CH2:34]([N:31]([CH2:32][CH3:33])[C:30]1[CH:29]=[C:28]([O:27][CH2:26][CH2:25][CH2:24][N+:1]23[CH2:6][CH2:5][C:4]([C:9]([OH:10])([C:17]4[CH:22]=[CH:21][CH:20]=[CH:19][CH:18]=4)[C:11]4[CH:12]=[CH:13][CH:14]=[CH:15][CH:16]=4)([CH2:3][CH2:2]2)[CH2:7][CH2:8]3)[CH:38]=[CH:37][CH:36]=1)[CH3:35]. The catalyst class is: 23. (2) The catalyst class is: 18. Product: [CH3:15][O:16][C:17](=[O:33])[CH:18]([C@@H:23]1[C:31]2[C:26](=[CH:27][CH:28]=[CH:29][CH:30]=2)[CH2:25][C@H:24]1[NH:32][C:10]([C:6]1[NH:5][C:4]2[C:3]([Cl:13])=[C:2]([Cl:1])[S:9][C:8]=2[CH:7]=1)=[O:12])[CH2:19][CH:20]1[CH2:21][CH2:22]1. Reactant: [Cl:1][C:2]1[S:9][C:8]2[CH:7]=[C:6]([C:10]([OH:12])=O)[NH:5][C:4]=2[C:3]=1[Cl:13].Cl.[CH3:15][O:16][C:17](=[O:33])[CH:18]([C@@H:23]1[C:31]2[C:26](=[CH:27][CH:28]=[CH:29][CH:30]=2)[CH2:25][C@H:24]1[NH2:32])[CH2:19][CH:20]1[CH2:22][CH2:21]1.C(N(CC)CC)C.C1C=CC2N(O)N=NC=2C=1.CCN=C=NCCCN(C)C. (3) Reactant: Br.C[O:3][C:4]1[CH:5]=[CH:6][C:7]2[C:8]3[N:9]([CH2:15][CH2:16][N:17]=3)[C:10]([NH2:14])=[N:11][C:12]=2[CH:13]=1.[S-2].[Na+].[Na+]. Product: [NH2:14][C:10]1[N:9]2[CH2:15][CH2:16][N:17]=[C:8]2[C:7]2[CH:6]=[CH:5][C:4]([OH:3])=[CH:13][C:12]=2[N:11]=1. The catalyst class is: 60. (4) Reactant: [CH3:1][C:2]1[N:7]=[C:6]([N+:8]([O-:10])=[O:9])[C:5]([O:11][CH2:12][CH2:13][O:14][C:15](=[O:17])[CH3:16])=[CH:4][CH:3]=1.[Br:18]N1C(=O)CCC1=O.CC(N=NC(C#N)(C)C)(C#N)C. Product: [Br:18][CH2:1][C:2]1[N:7]=[C:6]([N+:8]([O-:10])=[O:9])[C:5]([O:11][CH2:12][CH2:13][O:14][C:15](=[O:17])[CH3:16])=[CH:4][CH:3]=1. The catalyst class is: 53.